From a dataset of Full USPTO retrosynthesis dataset with 1.9M reactions from patents (1976-2016). Predict the reactants needed to synthesize the given product. (1) Given the product [F:15][C:2]([F:14])([F:1])[C:3]1[CH:4]=[CH:5][C:6]2[O:10][CH:9]3[CH2:17][C:8]3([CH2:11][OH:12])[C:7]=2[CH:13]=1, predict the reactants needed to synthesize it. The reactants are: [F:1][C:2]([F:15])([F:14])[C:3]1[CH:4]=[CH:5][C:6]2[O:10][CH:9]=[C:8]([CH2:11][OH:12])[C:7]=2[CH:13]=1.I[CH2:17]I.C([Zn]CC)C. (2) Given the product [OH:25][C:24]1[N:11]2[N:10]=[CH:14][CH:13]=[C:12]2[N:15]=[C:17]([C:18]([O:20][CH2:21][CH3:22])=[O:19])[CH:23]=1, predict the reactants needed to synthesize it. The reactants are: N1N2C=CC=NC2=CC=1.[NH:10]1[CH:14]=[CH:13][C:12]([NH2:15])=[N:11]1.O=[C:17]([CH2:23][C:24](OCC)=[O:25])[C:18]([O:20][CH2:21][CH3:22])=[O:19]. (3) The reactants are: N#N.[Br:3][C:4]1[C:11]([F:12])=[CH:10][C:7]([CH2:8][OH:9])=[CH:6][C:5]=1[F:13].CCN(CC)CC.[S:21](Cl)([CH3:24])(=[O:23])=[O:22]. Given the product [CH3:24][S:21]([O:9][CH2:8][C:7]1[CH:10]=[C:11]([F:12])[C:4]([Br:3])=[C:5]([F:13])[CH:6]=1)(=[O:23])=[O:22], predict the reactants needed to synthesize it. (4) Given the product [CH3:1][O:2][C:3]1[CH:8]=[CH:7][C:6]([N:9]2[C:10]3[CH:15]=[CH:14][CH:13]=[CH:12][C:11]=3[N:16]=[C:17]2[C:19]2[CH:20]=[N:21][O:22][C:23]=2[CH3:24])=[CH:5][CH:4]=1, predict the reactants needed to synthesize it. The reactants are: [CH3:1][O:2][C:3]1[CH:8]=[CH:7][C:6]([NH:9][C:10]2[CH:15]=[CH:14][CH:13]=[CH:12][C:11]=2[NH:16][C:17]([C:19]2[CH:20]=[N:21][O:22][C:23]=2[CH3:24])=O)=[CH:5][CH:4]=1. (5) Given the product [F:21][C:4]1[C:3]([CH2:2][NH:1][C:33]([C:30]2([NH:29][C:27](=[O:28])[O:26][C:22]([CH3:24])([CH3:23])[CH3:25])[CH2:32][CH2:31]2)=[O:34])=[N:8][CH:7]=[C:6]([NH:9][C:10]2[C:15]([C:16]([F:19])([F:17])[F:18])=[CH:14][CH:13]=[CH:12][C:11]=2[F:20])[CH:5]=1, predict the reactants needed to synthesize it. The reactants are: [NH2:1][CH2:2][C:3]1[N:8]=[CH:7][C:6]([NH:9][C:10]2[C:15]([C:16]([F:19])([F:18])[F:17])=[CH:14][CH:13]=[CH:12][C:11]=2[F:20])=[CH:5][C:4]=1[F:21].[C:22]([O:26][C:27]([NH:29][C:30]1([C:33](O)=[O:34])[CH2:32][CH2:31]1)=[O:28])([CH3:25])([CH3:24])[CH3:23]. (6) Given the product [CH3:11][N:8]1[CH:7]=[N:6][C:5]2[C:9]1=[N:10][C:2]([C:22]1[CH:21]=[N:20][C:19]([NH2:18])=[N:24][CH:23]=1)=[N:3][C:4]=2[N:12]1[CH2:17][CH2:16][O:15][CH2:14][CH2:13]1, predict the reactants needed to synthesize it. The reactants are: Cl[C:2]1[N:10]=[C:9]2[C:5]([N:6]=[CH:7][N:8]2[CH3:11])=[C:4]([N:12]2[CH2:17][CH2:16][O:15][CH2:14][CH2:13]2)[N:3]=1.[NH2:18][C:19]1[N:24]=[CH:23][C:22](B(O)O)=[CH:21][N:20]=1. (7) Given the product [C:1]([OH:14])(=[O:13])[CH2:2][CH2:3][CH2:4][CH2:5][CH2:6][CH2:7][CH2:8][CH2:9][CH2:10][CH2:11][CH2:12][CH2:16][CH2:17][CH2:19][CH3:21].[O:25]=[CH:26][C@@H:27]([C@H:29]([C@@H:31]([C@@H:33]([CH2:35][OH:36])[OH:34])[OH:32])[OH:30])[OH:28], predict the reactants needed to synthesize it. The reactants are: [C:1]([OH:14])(=[O:13])[CH2:2][CH2:3][CH2:4][CH2:5][CH2:6][CH2:7][CH2:8][CH2:9][CH2:10][CH2:11][CH3:12].O=[CH:16][C@@H:17]([C@H:19]([C@@H:21](CO)O)O)O.[O:25]=[CH:26][C@@H:27]([C@H:29]([C@@H:31]([C@@H:33]([CH2:35][OH:36])[OH:34])[OH:32])[OH:30])[OH:28].C(Cl)(=O)CCCCCCCCCCCCCCC.